Dataset: Forward reaction prediction with 1.9M reactions from USPTO patents (1976-2016). Task: Predict the product of the given reaction. (1) The product is: [OH:13][CH2:14][C:15]1[CH:16]=[C:17]([CH:18]=[CH:19][CH:20]=1)[O:21][C:2]1[CH:12]=[CH:11][C:5]([C:6]([O:8][CH2:9][CH3:10])=[O:7])=[CH:4][N:3]=1. Given the reactants Cl[C:2]1[CH:12]=[CH:11][C:5]([C:6]([O:8][CH2:9][CH3:10])=[O:7])=[CH:4][N:3]=1.[OH:13][CH2:14][C:15]1[CH:16]=[C:17]([OH:21])[CH:18]=[CH:19][CH:20]=1.C(=O)([O-])[O-].[K+].[K+].CN1CCCC1=O, predict the reaction product. (2) Given the reactants [CH3:1][S:2]([C:5]1[CH:10]=[CH:9][C:8]([CH:11]2[CH2:13][CH:12]2C(O)=O)=[CH:7][CH:6]=1)(=[O:4])=[O:3].C([N:19]([CH2:22]C)CC)C.C1(P(N=[N+]=[N-])(C2C=CC=CC=2)=[O:31])C=CC=CC=1.[C:41]([OH:45])([CH3:44])([CH3:43])[CH3:42], predict the reaction product. The product is: [CH3:1][S:2]([C:5]1[CH:6]=[CH:7][C:8]([CH:11]2[CH2:13][CH:12]2[NH:19][C:22](=[O:31])[O:45][C:41]([CH3:44])([CH3:43])[CH3:42])=[CH:9][CH:10]=1)(=[O:3])=[O:4]. (3) Given the reactants [H-].[Na+].[O:3]1[C:7]2[CH:8]=[CH:9][CH:10]=[CH:11][C:6]=2[N:5]=[C:4]1[CH2:12][C:13]#[N:14].[Cl:15][C:16]1[N:21]=[C:20](Cl)[CH:19]=[CH:18][N:17]=1.[CH2:23]1COCC1, predict the reaction product. The product is: [O:3]1[C:7]2[CH:8]=[CH:9][CH:10]=[CH:11][C:6]=2[NH:5][C:4]1=[C:12]([C:18]1[CH:19]=[C:20]([CH3:23])[N:21]=[C:16]([Cl:15])[N:17]=1)[C:13]#[N:14]. (4) Given the reactants C(OC(=O)[N:7]([C:13]1[CH:14]=[N:15][CH:16]=[CH:17][C:18]=1[C:19]1[CH:24]=[CH:23][CH:22]=[CH:21][C:20]=1[Cl:25])[CH2:8][C:9]([F:12])([F:11])[F:10])(C)(C)C.C(O)(C(F)(F)F)=O, predict the reaction product. The product is: [Cl:25][C:20]1[CH:21]=[CH:22][CH:23]=[CH:24][C:19]=1[C:18]1[CH:17]=[CH:16][N:15]=[CH:14][C:13]=1[NH:7][CH2:8][C:9]([F:12])([F:10])[F:11]. (5) Given the reactants [C:1](Cl)(=O)[C:2]([Cl:4])=[O:3].C1(C(O)=O)[C:9]2([CH2:14][CH2:13][O:12][CH2:11][CH2:10]2)[CH2:8]1, predict the reaction product. The product is: [CH:1]1([C:2]([Cl:4])=[O:3])[C:9]2([CH2:14][CH2:13][O:12][CH2:11][CH2:10]2)[CH2:8]1. (6) The product is: [CH:6]([C:8]1[CH:15]=[CH:14][C:11]([C:12]([NH2:13])=[O:2])=[C:10]([CH3:16])[CH:9]=1)=[O:7]. Given the reactants S(=O)(=O)(O)[OH:2].[CH:6]([C:8]1[CH:15]=[CH:14][C:11]([C:12]#[N:13])=[C:10]([CH3:16])[CH:9]=1)=[O:7], predict the reaction product. (7) Given the reactants [CH3:1][N:2]([CH3:15])[C:3]1([C:13]#N)[CH2:12][CH2:11][C:6]2([O:10][CH2:9][CH2:8][O:7]2)[CH2:5][CH2:4]1.[C:16]1([Mg]Cl)[CH:21]=[CH:20]C=[CH:18][CH:17]=1.[Cl-].[NH4+], predict the reaction product. The product is: [CH3:1][N:2]([CH3:15])[C:3]1([C:13]2[CH:20]=[CH:21][CH:16]=[CH:17][CH:18]=2)[CH2:12][CH2:11][C:6]2([O:10][CH2:9][CH2:8][O:7]2)[CH2:5][CH2:4]1. (8) Given the reactants S(Cl)([Cl:3])=O.[C:5]([OH:13])(=O)[C:6]1[CH:11]=[CH:10][CH:9]=[CH:8][CH:7]=1, predict the reaction product. The product is: [C:5]([Cl:3])(=[O:13])[C:6]1[CH:11]=[CH:10][CH:9]=[CH:8][CH:7]=1.